This data is from Full USPTO retrosynthesis dataset with 1.9M reactions from patents (1976-2016). The task is: Predict the reactants needed to synthesize the given product. (1) Given the product [F:12][C:9]1[CH:10]=[C:11]2[C:6](=[CH:7][CH:8]=1)[N:5]=[C:4]([C:13]1[CH:18]=[CH:17][CH:16]=[CH:15][C:14]=1[OH:19])[N:3]=[C:2]2[N:20]1[CH2:21][CH2:22][CH:23]([NH:26][C:27](=[O:33])[O:28][C:29]([CH3:31])([CH3:30])[CH3:32])[CH2:24][CH2:25]1, predict the reactants needed to synthesize it. The reactants are: Cl[C:2]1[C:11]2[C:6](=[CH:7][CH:8]=[C:9]([F:12])[CH:10]=2)[N:5]=[C:4]([C:13]2[CH:18]=[CH:17][CH:16]=[CH:15][C:14]=2[OH:19])[N:3]=1.[NH:20]1[CH2:25][CH2:24][CH:23]([NH:26][C:27](=[O:33])[O:28][C:29]([CH3:32])([CH3:31])[CH3:30])[CH2:22][CH2:21]1.C(N(CC)CC)C. (2) Given the product [CH2:14]([N:18]([CH2:31][CH2:32][CH2:33][CH3:34])[C:19]1[CH:24]=[CH:23][C:22]([CH:25]=[CH:26][CH:27]=[CH:5][C:3]#[N:4])=[C:21]([O:29][CH3:30])[CH:20]=1)[CH2:15][CH2:16][CH3:17], predict the reactants needed to synthesize it. The reactants are: [H-].[Na+].[C:3]([CH2:5]P(=O)(OCC)OCC)#[N:4].[CH2:14]([N:18]([CH2:31][CH2:32][CH2:33][CH3:34])[C:19]1[CH:24]=[CH:23][C:22]([CH:25]=[CH:26][CH:27]=O)=[C:21]([O:29][CH3:30])[CH:20]=1)[CH2:15][CH2:16][CH3:17].O.